From a dataset of Full USPTO retrosynthesis dataset with 1.9M reactions from patents (1976-2016). Predict the reactants needed to synthesize the given product. (1) Given the product [NH2:1][C:2]1[CH:3]=[CH:4][C:5]([C:2]2[CH:3]=[CH:4][C:5]([OH:19])=[C:6]([O:16][CH3:13])[CH:10]=2)=[C:6]2[C:10]=1[C:9](=[O:11])[NH:8][CH2:7]2, predict the reactants needed to synthesize it. The reactants are: [NH2:1][C:2]1[CH:3]=[CH:4][C:5](Br)=[C:6]2[C:10]=1[C:9](=[O:11])[NH:8][CH2:7]2.[C:13](=[O:16])([O-])[O-].[K+].[K+].[OH2:19]. (2) Given the product [Si:35]([O:42][C@H:43]([C:57]1[CH:66]=[CH:65][C:64]([OH:67])=[C:63]2[C:58]=1[CH:59]=[CH:60][C:61](=[O:68])[NH:62]2)[CH2:44][NH:45][CH:46]1[CH2:47][CH2:48][N:49]([CH2:52][CH2:53][C:54]([NH:77][CH2:76][C:71]2[CH:72]=[CH:73][CH:74]=[CH:75][C:70]=2[Cl:69])=[O:56])[CH2:50][CH2:51]1)([C:38]([CH3:39])([CH3:40])[CH3:41])([CH3:36])[CH3:37], predict the reactants needed to synthesize it. The reactants are: C(NC(=O)CCN1CCC(NC[C@H](O)C2C=CC(O)=C3C=2C=CC(=O)N3)CC1)C1C=CC=CC=1.[Si:35]([O:42][C@H:43]([C:57]1[CH:66]=[CH:65][C:64]([OH:67])=[C:63]2[C:58]=1[CH:59]=[CH:60][C:61](=[O:68])[NH:62]2)[CH2:44][NH:45][CH:46]1[CH2:51][CH2:50][N:49]([CH2:52][CH2:53][C:54]([OH:56])=O)[CH2:48][CH2:47]1)([C:38]([CH3:41])([CH3:40])[CH3:39])([CH3:37])[CH3:36].[Cl:69][C:70]1[CH:75]=[CH:74][CH:73]=[CH:72][C:71]=1[CH2:76][NH2:77].CN(C(ON1N=NC2C=CC=NC1=2)=[N+](C)C)C.F[P-](F)(F)(F)(F)F. (3) Given the product [Br:1][C:2]1[CH:3]=[C:4]([C:9]#[N:10])[C:5](=[O:8])[N:6]([CH2:18][C:19]([O:21][CH3:22])=[O:20])[CH:7]=1, predict the reactants needed to synthesize it. The reactants are: [Br:1][C:2]1[CH:3]=[C:4]([C:9]#[N:10])[C:5](=[O:8])[NH:6][CH:7]=1.C(=O)([O-])[O-].[K+].[K+].Cl[CH2:18][C:19]([O:21][CH3:22])=[O:20].CN(C=O)C. (4) Given the product [CH:16]1([CH2:19][NH:15][CH2:14][CH2:13][C:10]2[CH:11]=[CH:12][C:7]([CH2:6][N:1]3[CH2:5][CH2:4][CH2:3][CH2:2]3)=[CH:8][CH:9]=2)[CH2:18][CH2:17]1, predict the reactants needed to synthesize it. The reactants are: [N:1]1([CH2:6][C:7]2[CH:12]=[CH:11][C:10]([CH2:13][CH2:14][NH2:15])=[CH:9][CH:8]=2)[CH2:5][CH2:4][CH2:3][CH2:2]1.[CH:16]1([CH:19]=O)[CH2:18][CH2:17]1.